From a dataset of Forward reaction prediction with 1.9M reactions from USPTO patents (1976-2016). Predict the product of the given reaction. (1) Given the reactants F[C:2]1[CH:3]=[C:4]([C:11]2[S:15][C:14]([N:16](C(OC(C)(C)C)=O)[CH2:17][C@@H:18]([NH:31]C(=O)OC(C)(C)C)[C@H:19]([C:21]3[CH:26]=[CH:25][C:24]([C:27]([F:30])([F:29])[F:28])=[CH:23][CH:22]=3)[CH3:20])=[N:13][N:12]=2)[CH:5]=[CH:6][C:7]=1[N+:8]([O-])=O.FC1C=C(C2SC(NC(=O)[O:63][C:64](C)(C)[CH3:65])=NN=2)C=CC=1[N+]([O-])=O.[F:69][C:70]([F:92])([F:91])[C:71]1[CH:76]=[CH:75][C:74]([C@@H:77]([C@H:79]2[CH2:83][O:82][S:81][N:80]2[C:84]([O:86][C:87]([CH3:90])([CH3:89])[CH3:88])=[O:85])[CH3:78])=[CH:73][CH:72]=1, predict the reaction product. The product is: [NH2:31][C@@H:18]([C@H:19]([C:21]1[CH:26]=[CH:25][C:24]([C:27]([F:30])([F:29])[F:28])=[CH:23][CH:22]=1)[CH3:20])[CH2:17][NH:16][C:14]1[S:15][C:11]([C:4]2[CH:3]=[C:2]3[C:7](=[CH:6][CH:5]=2)[NH:8][C:64](=[O:63])[CH2:65]3)=[N:12][N:13]=1.[F:92][C:70]([F:69])([F:91])[C:71]1[CH:76]=[CH:75][C:74]([C@@H:77]([C@H:79]2[CH2:83][O:82][S:81][N:80]2[C:84]([O:86][C:87]([CH3:89])([CH3:88])[CH3:90])=[O:85])[CH3:78])=[CH:73][CH:72]=1. (2) The product is: [Br:20][C:21]1[CH:26]=[CH:25][C:24]([S:27]([N:13]([CH2:12][C:9]2[CH:10]=[CH:11][C:2]([F:1])=[C:3]([CH:8]=2)[C:4]([O:6][CH3:7])=[O:5])[CH2:14][CH2:15][CH2:16][CH2:17][CH2:18][CH3:19])(=[O:29])=[O:28])=[CH:23][CH:22]=1. Given the reactants [F:1][C:2]1[CH:11]=[CH:10][C:9]([CH2:12][NH:13][CH2:14][CH2:15][CH2:16][CH2:17][CH2:18][CH3:19])=[CH:8][C:3]=1[C:4]([O:6][CH3:7])=[O:5].[Br:20][C:21]1[CH:26]=[CH:25][C:24]([S:27](Cl)(=[O:29])=[O:28])=[CH:23][CH:22]=1.C([O-])(O)=O.[Na+], predict the reaction product. (3) Given the reactants CS(O[CH2:6][CH2:7][CH2:8][CH2:9][CH2:10][CH2:11][CH2:12][CH2:13]/[CH:14]=[CH:15]\[CH2:16]/[CH:17]=[CH:18]\[CH2:19][CH2:20][CH2:21][CH2:22][CH3:23])(=O)=O.[Br-:24].[Mg+2].[Br-].O, predict the reaction product. The product is: [CH2:6]([Br:24])[CH2:7][CH2:8][CH2:9][CH2:10][CH2:11][CH2:12][CH2:13]/[CH:14]=[CH:15]\[CH2:16]/[CH:17]=[CH:18]\[CH2:19][CH2:20][CH2:21][CH2:22][CH3:23].